This data is from CYP3A4 inhibition data for predicting drug metabolism from PubChem BioAssay. The task is: Regression/Classification. Given a drug SMILES string, predict its absorption, distribution, metabolism, or excretion properties. Task type varies by dataset: regression for continuous measurements (e.g., permeability, clearance, half-life) or binary classification for categorical outcomes (e.g., BBB penetration, CYP inhibition). Dataset: cyp3a4_veith. (1) The molecule is CO[C@@H]1COC(=O)C/C=C\[C@@H](C)[C@H](OC)COC(=O)[C@@H](C)COC(=O)C/C=C\[C@H]1C. The result is 0 (non-inhibitor). (2) The compound is C#CCCCO/N=C1/C[C@@H](O)[C@@H](O)[C@@H]2[C@@H]3C(=O)N(Cc4ccc5c(c4)OCO5)C(=O)[C@H]3CC[C@@H]12. The result is 1 (inhibitor). (3) The result is 0 (non-inhibitor). The drug is COc1ccc(CN[C@H](C)C(=O)O)cc1. (4) The molecule is CCCCCCCCCCCCCC(=O)O[C@H]1[C@@H](C)[C@@]2(O)[C@@H](C=C(CO)C[C@]3(O)C(=O)C(C)=C[C@@H]23)[C@H]2C(C)(C)[C@@]12OC(C)=O. The result is 1 (inhibitor). (5) The compound is O=C(O)CCc1nc(-c2ccccc2-n2cccc2)no1. The result is 1 (inhibitor).